Task: Predict which catalyst facilitates the given reaction.. Dataset: Catalyst prediction with 721,799 reactions and 888 catalyst types from USPTO (1) Reactant: Br[C:2]1C2C=NC(C(OCC)=O)=CC=2N(CCCOC)C=1.[CH2:21]([C:23]1[C:27]2[CH:28]=[N:29][C:30]([C:32](N(OC)C)=[O:33])=[CH:31][C:26]=2[N:25]([CH2:38][CH2:39][CH2:40][O:41][CH3:42])[CH:24]=1)[CH3:22].[Cs].C[Mg]Br. Product: [CH2:21]([C:23]1[C:27]2[CH:28]=[N:29][C:30]([C:32](=[O:33])[CH3:2])=[CH:31][C:26]=2[N:25]([CH2:38][CH2:39][CH2:40][O:41][CH3:42])[CH:24]=1)[CH3:22]. The catalyst class is: 12. (2) Reactant: [CH:1]1([CH2:6][C@H:7]([CH2:32][N:33]([CH:41]=[O:42])[O:34][CH:35]2[CH2:40][CH2:39][CH2:38][CH2:37][O:36]2)[C:8]([N:10]2[CH:14]([C:15]([NH:17][C:18]3[N:23]=[CH:22][C:21]([O:24][CH3:25])=[CH:20][N:19]=3)=[O:16])[CH2:13][CH2:12][N:11]2C(OCC=C)=O)=[O:9])[CH2:5][CH2:4][CH2:3][CH2:2]1.N1CCOCC1. Product: [CH:1]1([CH2:6][C@H:7]([CH2:32][N:33]([CH:41]=[O:42])[O:34][CH:35]2[CH2:40][CH2:39][CH2:38][CH2:37][O:36]2)[C:8]([N:10]2[C@H:14]([C:15]([NH:17][C:18]3[N:23]=[CH:22][C:21]([O:24][CH3:25])=[CH:20][N:19]=3)=[O:16])[CH2:13][CH2:12][NH:11]2)=[O:9])[CH2:2][CH2:3][CH2:4][CH2:5]1. The catalyst class is: 668.